Task: Regression. Given two drug SMILES strings and cell line genomic features, predict the synergy score measuring deviation from expected non-interaction effect.. Dataset: NCI-60 drug combinations with 297,098 pairs across 59 cell lines (1) Drug 1: CCC1=CC2CC(C3=C(CN(C2)C1)C4=CC=CC=C4N3)(C5=C(C=C6C(=C5)C78CCN9C7C(C=CC9)(C(C(C8N6C)(C(=O)OC)O)OC(=O)C)CC)OC)C(=O)OC.C(C(C(=O)O)O)(C(=O)O)O. Drug 2: CC1=C(C(=O)C2=C(C1=O)N3CC4C(C3(C2COC(=O)N)OC)N4)N. Cell line: A498. Synergy scores: CSS=30.0, Synergy_ZIP=-6.20, Synergy_Bliss=2.19, Synergy_Loewe=1.18, Synergy_HSA=3.48. (2) Drug 1: CC1=C(C(CCC1)(C)C)C=CC(=CC=CC(=CC(=O)O)C)C. Drug 2: C1CNP(=O)(OC1)N(CCCl)CCCl. Cell line: MDA-MB-231. Synergy scores: CSS=3.86, Synergy_ZIP=-1.04, Synergy_Bliss=-0.0540, Synergy_Loewe=-11.0, Synergy_HSA=-0.752.